From a dataset of hERG Central: cardiac toxicity at 1µM, 10µM, and general inhibition. Predict hERG channel inhibition at various concentrations. (1) The compound is COc1ccc(C(CNC(=O)COc2ccc(Br)cc2F)N2CCCC2)cc1. Results: hERG_inhib (hERG inhibition (general)): blocker. (2) Results: hERG_inhib (hERG inhibition (general)): blocker. The drug is COc1ccc(-n2cc(-c3ccccc3)c3c(NCCCN4CCOCC4)ncnc32)cc1. (3) The drug is CCN(CCC(=O)Nc1cc(OC)cc(OC)c1)Cc1ccccc1. Results: hERG_inhib (hERG inhibition (general)): blocker. (4) The molecule is Cc1ccc(NC(=O)CSc2nnc(-c3ccco3)c(-c3ccco3)n2)cc1. Results: hERG_inhib (hERG inhibition (general)): blocker. (5) The compound is CCCOc1ccc(CSC2=NCCN2)cc1[N+](=O)[O-]. Results: hERG_inhib (hERG inhibition (general)): blocker. (6) The molecule is O=C(CN1CCCCCCC1)N/N=C/c1ccc([N+](=O)[O-])o1. Results: hERG_inhib (hERG inhibition (general)): blocker. (7) The compound is O=C1C2CCCN2C(=O)N1CCCCN1CCN(c2cccc(Cl)c2)CC1. Results: hERG_inhib (hERG inhibition (general)): blocker.